The task is: Predict the reactants needed to synthesize the given product.. This data is from Full USPTO retrosynthesis dataset with 1.9M reactions from patents (1976-2016). (1) Given the product [Cl:1][C:2]1[CH:19]=[CH:18][CH:17]=[C:16]([Cl:20])[C:3]=1[C:4]([NH:6][CH2:7][CH2:8][N:9]1[CH2:14][CH2:13][C:12](=[O:15])[CH2:11][CH2:10]1)=[O:5], predict the reactants needed to synthesize it. The reactants are: [Cl:1][C:2]1[CH:19]=[CH:18][CH:17]=[C:16]([Cl:20])[C:3]=1[C:4]([NH:6][CH2:7][CH2:8][N:9]1[CH2:14][CH2:13][CH:12]([OH:15])[CH2:11][CH2:10]1)=[O:5].CC(C)=O.OS(O)(=O)=O.O=[Cr](=O)=O.O.O.[Cr](O[Cr]([O-])(=O)=O)([O-])(=O)=O.[Na+].[Na+].S(=O)(=O)(O)O. (2) Given the product [CH3:1][O:2][C:3]([C:5]1[O:6][C:7]2[CH:13]=[CH:12][C:11]([OH:14])=[CH:10][C:8]=2[CH:9]=1)=[O:4], predict the reactants needed to synthesize it. The reactants are: [CH3:1][O:2][C:3]([C:5]1[O:6][C:7]2[CH:13]=[CH:12][C:11]([O:14]C)=[CH:10][C:8]=2[CH:9]=1)=[O:4].B(Br)(Br)Br.S(Cl)(Cl)=O.O. (3) Given the product [CH3:18][N:19]1[CH2:24][CH2:1][N:2]([CH2:3][CH2:4][CH2:5][C:6]2[C:14]3[CH2:13][CH2:12][CH2:11][CH2:10][C:9]=3[NH:8][C:7]=2[CH:15]=[O:16])[CH2:17][CH2:20]1, predict the reactants needed to synthesize it. The reactants are: [CH3:1][N:2]([CH3:17])[CH2:3][CH2:4][CH2:5][C:6]1[C:14]2[CH2:13][CH2:12][CH2:11][CH2:10][C:9]=2[NH:8][C:7]=1[CH:15]=[O:16].[CH3:18][N:19]1[CH2:24]CNC[CH2:20]1.CNC.